Task: Predict which catalyst facilitates the given reaction.. Dataset: Catalyst prediction with 721,799 reactions and 888 catalyst types from USPTO (1) Reactant: [Cl:1][C:2]1[CH:7]=[CH:6][CH:5]=[CH:4][C:3]=1[C:8]1[C:12]([C:13]([OH:15])=O)=[C:11]([CH3:16])[O:10][N:9]=1.[CH3:17][C:18]1[CH:23]=[C:22]([N+:24]([O-:26])=[O:25])[CH:21]=[CH:20][C:19]=1[N:27]1[CH2:32][CH2:31][NH:30][CH2:29][CH2:28]1.C(Cl)CCl. Product: [Cl:1][C:2]1[CH:7]=[CH:6][CH:5]=[CH:4][C:3]=1[C:8]1[C:12]([C:13]([N:30]2[CH2:31][CH2:32][N:27]([C:19]3[CH:20]=[CH:21][C:22]([N+:24]([O-:26])=[O:25])=[CH:23][C:18]=3[CH3:17])[CH2:28][CH2:29]2)=[O:15])=[C:11]([CH3:16])[O:10][N:9]=1. The catalyst class is: 166. (2) Reactant: [CH3:1][C:2]([CH3:15])([CH2:6][O:7][Si:8]([CH3:14])([CH3:13])[C:9]([CH3:12])([CH3:11])[CH3:10])[CH2:3][CH2:4][OH:5].[C:16](Cl)(=[O:23])[C:17]1[CH:22]=[CH:21][CH:20]=[CH:19][CH:18]=1.C(N(CC)CC)C. Product: [C:16]([O:5][CH2:4][CH2:3][C:2]([CH3:15])([CH3:1])[CH2:6][O:7][Si:8]([CH3:14])([CH3:13])[C:9]([CH3:10])([CH3:12])[CH3:11])(=[O:23])[C:17]1[CH:22]=[CH:21][CH:20]=[CH:19][CH:18]=1. The catalyst class is: 154.